This data is from Catalyst prediction with 721,799 reactions and 888 catalyst types from USPTO. The task is: Predict which catalyst facilitates the given reaction. (1) Reactant: [F:1][C:2]([F:19])([F:18])[C:3]1[CH:4]=[C:5]([CH:11]=[C:12]([C:14]([F:17])([F:16])[F:15])[CH:13]=1)[CH2:6][CH2:7][C:8](O)=[O:9].C(O)C.O.C(=O)=O.ClC(OCC(C)C)=O.[BH4-].[Na+]. Product: [F:1][C:2]([F:18])([F:19])[C:3]1[CH:4]=[C:5]([CH2:6][CH2:7][CH2:8][OH:9])[CH:11]=[C:12]([C:14]([F:15])([F:16])[F:17])[CH:13]=1. The catalyst class is: 20. (2) Reactant: [Al+3].[Cl-].[Cl-].[Cl-].[H-].[H-].[H-].[H-].[Li+].[Al+3].[Br:11][CH2:12][CH2:13][CH2:14][CH2:15][C:16](=O)[CH2:17][C-:18]1[C:22]([C:23]([CH3:26])([CH3:25])[CH3:24])=[C:21]([C:27]([CH3:30])([CH3:29])[CH3:28])[C:20]([C:31]([CH3:34])([CH3:33])[CH3:32])=[C:19]1[C:35]([CH3:38])([CH3:37])[CH3:36].[CH-:40]1[CH:44]=[CH:43][CH:42]=[CH:41]1.[Fe+2:45].O. Product: [Br:11][CH2:12][CH2:13][CH2:14][CH2:15][CH2:16][CH2:17][C-:18]1[C:19]([C:35]([CH3:36])([CH3:37])[CH3:38])=[C:20]([C:31]([CH3:34])([CH3:33])[CH3:32])[C:21]([C:27]([CH3:30])([CH3:29])[CH3:28])=[C:22]1[C:23]([CH3:26])([CH3:25])[CH3:24].[CH-:40]1[CH:44]=[CH:43][CH:42]=[CH:41]1.[Fe+2:45]. The catalyst class is: 788. (3) Product: [CH2:1]([O:8][C:9]1[CH:10]=[N:11][C:12]2[CH2:13][CH2:14][N:15]([CH3:22])[C:16](=[O:19])[C:17]=2[CH:18]=1)[C:2]1[CH:3]=[CH:4][CH:5]=[CH:6][CH:7]=1. Reactant: [CH2:1]([O:8][C:9]1[CH:10]=[N:11][C:12]2[CH2:13][CH2:14][NH:15][C:16](=[O:19])[C:17]=2[CH:18]=1)[C:2]1[CH:7]=[CH:6][CH:5]=[CH:4][CH:3]=1.[H-].[Na+].[CH3:22]I. The catalyst class is: 3. (4) Reactant: [CH3:1][O:2][CH2:3][C@@H:4]([NH:6][C:7]1[CH:8]=[N:9][C:10]([C:14]2[CH:19]=[CH:18][C:17]([O:20][C:21]([F:24])([F:23])[F:22])=[CH:16][C:15]=2[O:25][CH3:26])=[C:11]([CH3:13])[CH:12]=1)[CH3:5].C1C(=O)N([Br:34])C(=O)C1. Product: [Br:34][C:8]1[C:7]([NH:6][C@@H:4]([CH3:5])[CH2:3][O:2][CH3:1])=[CH:12][C:11]([CH3:13])=[C:10]([C:14]2[CH:19]=[CH:18][C:17]([O:20][C:21]([F:22])([F:23])[F:24])=[CH:16][C:15]=2[O:25][CH3:26])[N:9]=1. The catalyst class is: 22. (5) Reactant: [CH3:1][N:2]([CH3:20])[C:3]([C:5]1[CH:10]=[CH:9][C:8]([C:11]2[CH:16]=[CH:15][C:14]([NH2:17])=[C:13]([C:18]#[N:19])[CH:12]=2)=[CH:7][CH:6]=1)=[O:4].[N-:21]=[N+:22]=[N-:23].[Na+].[Cl-].C([NH+](CC)CC)C. Product: [CH3:1][N:2]([CH3:20])[C:3]([C:5]1[CH:6]=[CH:7][C:8]([C:11]2[CH:16]=[CH:15][C:14]([NH2:17])=[C:13]([C:18]3[NH:23][N:22]=[N:21][N:19]=3)[CH:12]=2)=[CH:9][CH:10]=1)=[O:4]. The catalyst class is: 11. (6) Reactant: [OH:1][N:2]1[C:7]([CH3:9])([CH3:8])[CH2:6][CH:5]([OH:10])[CH2:4][C:3]1([CH3:12])[CH3:11].[C:13]([OH:25])(=[O:24])[CH2:14][C:15]([CH2:20][C:21]([OH:23])=[O:22])([C:17]([OH:19])=[O:18])[OH:16]. Product: [C:13]([O-:25])(=[O:24])[CH2:14][C:15]([CH2:20][C:21]([O-:23])=[O:22])([C:17]([O-:19])=[O:18])[OH:16].[OH:1][NH+:2]1[C:7]([CH3:8])([CH3:9])[CH2:6][CH:5]([OH:10])[CH2:4][C:3]1([CH3:12])[CH3:11].[OH:1][NH+:2]1[C:7]([CH3:8])([CH3:9])[CH2:6][CH:5]([OH:10])[CH2:4][C:3]1([CH3:12])[CH3:11].[OH:1][NH+:2]1[C:7]([CH3:8])([CH3:9])[CH2:6][CH:5]([OH:10])[CH2:4][C:3]1([CH3:12])[CH3:11]. The catalyst class is: 6.